This data is from CYP2C9 inhibition data for predicting drug metabolism from PubChem BioAssay. The task is: Regression/Classification. Given a drug SMILES string, predict its absorption, distribution, metabolism, or excretion properties. Task type varies by dataset: regression for continuous measurements (e.g., permeability, clearance, half-life) or binary classification for categorical outcomes (e.g., BBB penetration, CYP inhibition). Dataset: cyp2c9_veith. (1) The molecule is O=C(Nc1cccc(C(=O)Nc2ccc(S(=O)(=O)[O-])c3cc(S(=O)(=O)[O-])cc(S(=O)(=O)[O-])c23)c1)Nc1cccc(C(=O)Nc2ccc(S(=O)(=O)[O-])c3cc(S(=O)(=O)[O-])cc(S(=O)(=O)[O-])c23)c1. The result is 0 (non-inhibitor). (2) The drug is CCCC(=O)Nc1ccc(OC[C@@H](O)CNC(C)C)c(C(C)=O)c1. The result is 0 (non-inhibitor). (3) The molecule is O=C(COc1ccccc1C(=O)N/N=C\c1ccc(O)c(O)c1)N/N=C/c1ccc(O)c(O)c1. The result is 1 (inhibitor). (4) The compound is Cl.N=C(N)n1cc(/C=N\N=C(N)N)cn1. The result is 0 (non-inhibitor). (5) The drug is O=C(c1cccc(F)c1)N1CCC2(CCCN(Cc3ccncc3)C2)CC1. The result is 1 (inhibitor).